This data is from Forward reaction prediction with 1.9M reactions from USPTO patents (1976-2016). The task is: Predict the product of the given reaction. (1) Given the reactants [F:1][C:2]1[CH:7]=[CH:6][C:5](/[CH:8]=[CH:9]/[C:10]2[CH:15]=[C:14]([C:16]3[NH:20][C:19]([N:21]4[CH2:26][CH2:25][NH:24][CH2:23][CH2:22]4)=[C:18]([C:27]([NH2:29])=O)[CH:17]=3)[CH:13]=[CH:12][N:11]=2)=[CH:4][CH:3]=1.[CH3:30][S:31](Cl)(=[O:33])=[O:32].C(N(C(C)C)C(C)C)C, predict the reaction product. The product is: [F:1][C:2]1[CH:7]=[CH:6][C:5](/[CH:8]=[CH:9]/[C:10]2[CH:15]=[C:14]([C:16]3[NH:20][C:19]([N:21]4[CH2:26][CH2:25][N:24]([S:31]([CH3:30])(=[O:33])=[O:32])[CH2:23][CH2:22]4)=[C:18]([C:27]#[N:29])[CH:17]=3)[CH:13]=[CH:12][N:11]=2)=[CH:4][CH:3]=1. (2) The product is: [ClH:37].[CH2:1]([C:3]1[C:24]([N:25]2[CH2:30][CH2:29][CH:28]([N:31]3[CH2:36][CH2:35][O:34][CH2:33][CH2:32]3)[CH2:27][CH2:26]2)=[CH:23][C:6]2[C:7]([CH3:22])([CH3:21])[C:8]3[NH:9][C:10]4[C:15]([C:16]=3[C:17](=[O:18])[C:5]=2[CH:4]=1)=[CH:14][CH:13]=[C:12]([C:19]#[N:20])[CH:11]=4)[CH3:2]. Given the reactants [CH2:1]([C:3]1[C:24]([N:25]2[CH2:30][CH2:29][CH:28]([N:31]3[CH2:36][CH2:35][O:34][CH2:33][CH2:32]3)[CH2:27][CH2:26]2)=[CH:23][C:6]2[C:7]([CH3:22])([CH3:21])[C:8]3[NH:9][C:10]4[C:15]([C:16]=3[C:17](=[O:18])[C:5]=2[CH:4]=1)=[CH:14][CH:13]=[C:12]([C:19]#[N:20])[CH:11]=4)[CH3:2].[ClH:37].C(O)C, predict the reaction product.